This data is from Catalyst prediction with 721,799 reactions and 888 catalyst types from USPTO. The task is: Predict which catalyst facilitates the given reaction. (1) Reactant: [C:1]1([C:7]2[N:12]=[C:11]([NH:13][C:14]3[CH:19]=[CH:18][N:17]=[C:16]([NH:20][CH2:21][CH2:22][C:23]4[CH:28]=[CH:27][CH:26]=[CH:25][N:24]=4)[N:15]=3)[C:10]([C:29]([O:31]CC)=O)=[CH:9][N:8]=2)[CH:6]=[CH:5][CH:4]=[CH:3][CH:2]=1.[CH3:34][NH2:35]. Product: [CH3:34][NH:35][C:29]([C:10]1[C:11]([NH:13][C:14]2[CH:19]=[CH:18][N:17]=[C:16]([NH:20][CH2:21][CH2:22][C:23]3[CH:28]=[CH:27][CH:26]=[CH:25][N:24]=3)[N:15]=2)=[N:12][C:7]([C:1]2[CH:2]=[CH:3][CH:4]=[CH:5][CH:6]=2)=[N:8][CH:9]=1)=[O:31]. The catalyst class is: 36. (2) Reactant: [C:1]([C:3]1[CH:4]=[C:5]([NH:9][C:10]([N:12]2[CH2:16][CH2:15][S:14][CH2:13]2)=[O:11])[CH:6]=[CH:7][CH:8]=1)#[N:2].Cl. Product: [NH2:2][CH2:1][C:3]1[CH:4]=[C:5]([NH:9][C:10]([N:12]2[CH2:16][CH2:15][S:14][CH2:13]2)=[O:11])[CH:6]=[CH:7][CH:8]=1. The catalyst class is: 1. (3) Reactant: C[O-].[Na+].[CH3:4][C@@H:5]1[O:10][C@@H:9]([O:11][C:12]2[C:21](=[O:22])[C:20]3[C:19]([OH:23])=[CH:18][C:17]([O:24][C@@H:25]4[O:30][C@H:29]([CH2:31][OH:32])[C@@H:28]([OH:33])[C@H:27]([OH:34])[C@H:26]4[OH:35])=[C:16]([CH2:36][CH:37]=[C:38]([CH3:40])[CH3:39])[C:15]=3[O:14][C:13]=2[C:41]2[CH:42]=[CH:43][C:44]([O:47][CH3:48])=[CH:45][CH:46]=2)[C@H:8]([OH:49])[C@H:7]([OH:50])[C@H:6]1[OH:51]. Product: [CH3:39][C:38]([CH3:40])=[CH:37][CH2:36][C:16]1[C:15]2[O:14][C:13]([C:41]3[CH:46]=[CH:45][C:44]([O:47][CH3:48])=[CH:43][CH:42]=3)=[C:12]([OH:11])[C:21](=[O:22])[C:20]=2[C:19]([OH:23])=[CH:18][C:17]=1[OH:24].[CH3:39][C:38]([CH3:40])=[CH:37][CH2:36][C:16]1[C:15]2[O:14][C:13]([C:41]3[CH:42]=[CH:43][C:44]([O:47][CH3:48])=[CH:45][CH:46]=3)=[C:12]([OH:11])[C:21](=[O:22])[C:20]=2[C:19]([OH:23])=[CH:18][C:17]=1[O:24][C@@H:25]1[O:30][C@H:29]([CH2:31][OH:32])[C@@H:28]([OH:33])[C@H:27]([OH:34])[C@H:26]1[OH:35].[CH3:4][C@H:5]1[O:10][C@@H:9]([O:11][C:12]2[C:21](=[O:22])[C:20]3[C:19]([OH:23])=[CH:18][C:17]([OH:24])=[C:16]([CH2:36][CH:37]=[C:38]([CH3:40])[CH3:39])[C:15]=3[O:14][C:13]=2[C:41]2[CH:42]=[CH:43][C:44]([O:47][CH3:48])=[CH:45][CH:46]=2)[C@@H:8]([OH:49])[C@@H:7]([OH:50])[C@@H:6]1[OH:51]. The catalyst class is: 17. (4) Reactant: [Cl:1][C:2]1[N:3]=[CH:4][C:5]([C:8]([OH:10])=O)=[N:6][CH:7]=1.C(Cl)(=O)C(Cl)=O.Cl.[CH3:18][O:19][CH:20]1[CH2:23][NH:22][CH2:21]1.CCN(C(C)C)C(C)C. Product: [Cl:1][C:2]1[N:3]=[CH:4][C:5]([C:8]([N:22]2[CH2:23][CH:20]([O:19][CH3:18])[CH2:21]2)=[O:10])=[N:6][CH:7]=1. The catalyst class is: 59. (5) Reactant: [OH:1][C:2]1[CH:14]=[C:13]2[C:5]([C:6]3[C:7]([C:18]4[CH:23]=[CH:22][CH:21]=[C:20]([N:24]5[CH2:32][C:31]6[C:26](=[CH:27][C:28]([CH3:33])=[CH:29][CH:30]=6)[C:25]5=[O:34])[C:19]=4[CH3:35])=[CH:8][CH:9]=[C:10]([C:15]([NH2:17])=[O:16])[C:11]=3[NH:12]2)=[CH:4][CH:3]=1.C(=O)([O-])[O-].[K+].[K+].Br[CH2:43][CH2:44][O:45][Si](C(C)(C)C)(C)C. Product: [OH:45][CH2:44][CH2:43][O:1][C:2]1[CH:14]=[C:13]2[C:5]([C:6]3[C:7]([C:18]4[CH:23]=[CH:22][CH:21]=[C:20]([N:24]5[CH2:32][C:31]6[C:26](=[CH:27][C:28]([CH3:33])=[CH:29][CH:30]=6)[C:25]5=[O:34])[C:19]=4[CH3:35])=[CH:8][CH:9]=[C:10]([C:15]([NH2:17])=[O:16])[C:11]=3[NH:12]2)=[CH:4][CH:3]=1. The catalyst class is: 3. (6) Reactant: Cl[C:2]1[N:7]=[CH:6][C:5]([B:8]([OH:10])[OH:9])=[CH:4][N:3]=1.[NH:11]1[CH2:19][CH2:18][CH:14]([C:15]([OH:17])=[O:16])[CH2:13][CH2:12]1.C(N(CC)CC)C. Product: [B:8]([C:5]1[CH:4]=[N:3][C:2]([N:11]2[CH2:19][CH2:18][CH:14]([C:15]([OH:17])=[O:16])[CH2:13][CH2:12]2)=[N:7][CH:6]=1)([OH:10])[OH:9]. The catalyst class is: 8. (7) Reactant: Cl[C:2]1[N:3]=[C:4]2[C:20]([CH3:21])=[CH:19][CH:18]=[CH:17][N:5]2[C:6](=[O:16])[C:7]=1[NH:8][C:9](=[O:15])[CH2:10][C:11]([CH3:14])([CH3:13])[CH3:12].[CH:22]([NH2:25])([CH3:24])[CH3:23].C([O-])(O)=O.[Na+]. Product: [CH3:12][C:11]([CH3:14])([CH3:13])[CH2:10][C:9]([NH:8][C:7]1[C:6](=[O:16])[N:5]2[CH:17]=[CH:18][CH:19]=[C:20]([CH3:21])[C:4]2=[N:3][C:2]=1[NH:25][CH:22]([CH3:24])[CH3:23])=[O:15]. The catalyst class is: 13.